Dataset: Peptide-MHC class II binding affinity with 134,281 pairs from IEDB. Task: Regression. Given a peptide amino acid sequence and an MHC pseudo amino acid sequence, predict their binding affinity value. This is MHC class II binding data. (1) The peptide sequence is GGACGYKDVDKPPFS. The MHC is DRB1_0802 with pseudo-sequence DRB1_0802. The binding affinity (normalized) is 0. (2) The peptide sequence is IYWTIVKPGDILLIN. The MHC is DRB5_0101 with pseudo-sequence DRB5_0101. The binding affinity (normalized) is 0.537. (3) The peptide sequence is IGLLPPDMVVTTQGS. The MHC is DRB1_0101 with pseudo-sequence DRB1_0101. The binding affinity (normalized) is 0.356.